Dataset: Catalyst prediction with 721,799 reactions and 888 catalyst types from USPTO. Task: Predict which catalyst facilitates the given reaction. Reactant: [C:1]([N:4]1[C:13]2[C:8](=[CH:9][C:10]([C:14]3[N:18]=[C:17]([CH2:19][CH2:20][NH:21]C(OC(C)(C)C)=O)[O:16][N:15]=3)=[CH:11][CH:12]=2)[C@H:7]([NH:29][C:30](=[O:35])[O:31][CH:32]([CH3:34])[CH3:33])[CH2:6][C@@H:5]1[CH3:36])(=[O:3])[CH3:2].[ClH:37].CCOCC. Product: [ClH:37].[C:1]([N:4]1[C:13]2[C:8](=[CH:9][C:10]([C:14]3[N:18]=[C:17]([CH2:19][CH2:20][NH2:21])[O:16][N:15]=3)=[CH:11][CH:12]=2)[C@H:7]([NH:29][C:30](=[O:35])[O:31][CH:32]([CH3:33])[CH3:34])[CH2:6][C@@H:5]1[CH3:36])(=[O:3])[CH3:2]. The catalyst class is: 12.